This data is from Forward reaction prediction with 1.9M reactions from USPTO patents (1976-2016). The task is: Predict the product of the given reaction. The product is: [F:1][C:2]1[CH:7]=[CH:6][CH:5]=[C:4]([F:8])[C:3]=1[N:9]1[C:17]2[CH:16]=[CH:15][NH:14][C:13](=[O:18])[C:12]=2[C:11]([C:20]2[CH:21]=[CH:22][C:23]([N:26]3[CH2:27][CH2:28][O:29][CH2:30][CH2:31]3)=[CH:24][CH:25]=2)=[N:10]1. Given the reactants [F:1][C:2]1[CH:7]=[CH:6][CH:5]=[C:4]([F:8])[C:3]=1[N:9]1[C:17]2[CH:16]=[CH:15][N:14]=[C:13]([O:18]C)[C:12]=2[C:11]([C:20]2[CH:25]=[CH:24][C:23]([N:26]3[CH2:31][CH2:30][O:29][CH2:28][CH2:27]3)=[CH:22][CH:21]=2)=[N:10]1.[I-].[Na+].Cl[Si](C)(C)C.C(=O)([O-])O.[Na+], predict the reaction product.